This data is from Retrosynthesis with 50K atom-mapped reactions and 10 reaction types from USPTO. The task is: Predict the reactants needed to synthesize the given product. (1) Given the product O=C(Nc1ccc(F)cn1)c1cc(-c2ccc(Cl)c(Cl)c2)nc2ccccc12, predict the reactants needed to synthesize it. The reactants are: Nc1ccc(F)cn1.O=C(O)c1cc(-c2ccc(Cl)c(Cl)c2)nc2ccccc12. (2) Given the product CCS(=O)(=O)NCc1cncc(-c2cc(Cl)c3c(c2)CCC(=O)N3C)c1, predict the reactants needed to synthesize it. The reactants are: CCS(=O)(=O)NCc1cncc(Br)c1.CN1C(=O)CCc2cc(B3OC(C)(C)C(C)(C)O3)cc(Cl)c21. (3) The reactants are: Nc1ccc(F)cc1F.O=C1OC(=O)C2=C1CCCC2. Given the product O=C1C2=C(CCCC2)C(=O)N1c1ccc(F)cc1F, predict the reactants needed to synthesize it. (4) Given the product O=C(NCc1cc(Cl)ccc1-n1cnnn1)[C@@H]1C[C@@H]2C[C@@H]2N1, predict the reactants needed to synthesize it. The reactants are: CC(C)(C)OC(=O)N1[C@H](C(=O)NCc2cc(Cl)ccc2-n2cnnn2)C[C@@H]2C[C@@H]21.